Dataset: Catalyst prediction with 721,799 reactions and 888 catalyst types from USPTO. Task: Predict which catalyst facilitates the given reaction. Reactant: [C:1]([OH:4])(=[O:3])[CH3:2].[CH:5]([OH:7])=[O:6]. Product: [C:1]([OH:4])(=[O:3])[CH:2]=[CH2:5].[C:5]([OH:7])(=[O:6])[CH2:1][CH3:2]. The catalyst class is: 6.